Dataset: Full USPTO retrosynthesis dataset with 1.9M reactions from patents (1976-2016). Task: Predict the reactants needed to synthesize the given product. (1) The reactants are: [NH:1]1[CH2:6][CH2:5][CH:4]([NH:7][C:8]2[O:9][C:10]3[CH:16]=[CH:15][C:14]([O:17][CH2:18][CH2:19][CH2:20][N:21]4[CH:25]=[N:24][CH:23]=[N:22]4)=[CH:13][C:11]=3[N:12]=2)[CH2:3][CH2:2]1.[CH2:26]([O:28][C:29]1[CH:34]=[C:33]([CH:35]=O)[CH:32]=[C:31]([O:37][CH2:38][CH3:39])[C:30]=1[C:40]1[CH:45]=[CH:44][C:43]([F:46])=[CH:42][CH:41]=1)[CH3:27].C([BH3-])#N.[Na+].C(N(C(C)C)C(C)C)C. Given the product [CH2:26]([O:28][C:29]1[CH:34]=[C:33]([CH2:35][N:1]2[CH2:6][CH2:5][CH:4]([NH:7][C:8]3[O:9][C:10]4[CH:16]=[CH:15][C:14]([O:17][CH2:18][CH2:19][CH2:20][N:21]5[CH:25]=[N:24][CH:23]=[N:22]5)=[CH:13][C:11]=4[N:12]=3)[CH2:3][CH2:2]2)[CH:32]=[C:31]([O:37][CH2:38][CH3:39])[C:30]=1[C:40]1[CH:41]=[CH:42][C:43]([F:46])=[CH:44][CH:45]=1)[CH3:27], predict the reactants needed to synthesize it. (2) Given the product [CH2:22]([Sn:17]([CH2:26][OH:27])([CH2:13][CH2:14][CH2:15][CH3:16])[CH2:18][CH2:19][CH2:20][CH3:21])[CH2:23][CH2:24][CH3:25], predict the reactants needed to synthesize it. The reactants are: C(NC(C)C)(C)C.C([Li])CCC.[CH2:13]([SnH:17]([CH2:22][CH2:23][CH2:24][CH3:25])[CH2:18][CH2:19][CH2:20][CH3:21])[CH2:14][CH2:15][CH3:16].[CH2:26]=[O:27]. (3) Given the product [Cl:1][C:2]1[CH:3]=[C:4]([NH:13][C:14]2[CH:29]=[C:28]([CH:30]([CH3:32])[CH3:31])[C:17]([CH2:18][NH:20][CH2:21][CH:22]3[CH2:23][CH2:24][O:25][CH2:26][CH2:27]3)=[CH:16][N:15]=2)[CH:5]=[CH:6][C:7]=1[O:8][C:9]([F:10])([F:12])[F:11], predict the reactants needed to synthesize it. The reactants are: [Cl:1][C:2]1[CH:3]=[C:4]([NH:13][C:14]2[CH:29]=[C:28]([CH:30]([CH3:32])[CH3:31])[C:17]([C:18]([NH:20][CH2:21][CH:22]3[CH2:27][CH2:26][O:25][CH2:24][CH2:23]3)=O)=[CH:16][N:15]=2)[CH:5]=[CH:6][C:7]=1[O:8][C:9]([F:12])([F:11])[F:10].B.O1CCCC1. (4) Given the product [F:31][C:10]1[CH:11]=[C:12]([NH:16][CH2:17][C:18]2[CH:23]=[CH:22][CH:21]=[C:20]([O:24][C:25]3[CH:30]=[CH:29][CH:28]=[CH:27][CH:26]=3)[CH:19]=2)[C:13]([F:15])=[CH:14][C:9]=1[C@@H:7]1[CH2:8][C@H:6]1[C:4]([OH:5])=[O:3], predict the reactants needed to synthesize it. The reactants are: C([O:3][C:4]([C@@H:6]1[CH2:8][C@H:7]1[C:9]1[CH:14]=[C:13]([F:15])[C:12]([NH:16][CH2:17][C:18]2[CH:23]=[CH:22][CH:21]=[C:20]([O:24][C:25]3[CH:30]=[CH:29][CH:28]=[CH:27][CH:26]=3)[CH:19]=2)=[CH:11][C:10]=1[F:31])=[O:5])C.[OH-].[Na+]. (5) Given the product [Br:1][C:2]1[C:6]([C:7]2[CH:8]=[CH:9][C:10]([F:13])=[CH:11][CH:12]=2)=[N:5][N:4]([CH2:21][CH2:22][C:23]#[N:24])[CH:3]=1, predict the reactants needed to synthesize it. The reactants are: [Br:1][C:2]1[CH:3]=[N:4][NH:5][C:6]=1[C:7]1[CH:12]=[CH:11][C:10]([F:13])=[CH:9][CH:8]=1.C([O-])([O-])=O.[Cs+].[Cs+].Br[CH2:21][CH2:22][C:23]#[N:24].O. (6) Given the product [Br:14][C:15]1[CH:22]=[CH:21][C:18]([CH:19]=[CH:5][C:6]#[N:7])=[CH:17][CH:16]=1, predict the reactants needed to synthesize it. The reactants are: [H-].[Na+].P(=O)([O-])O[C:5](CC)(CC)[C:6]#[N:7].[Br:14][C:15]1[CH:22]=[CH:21][C:18]([CH:19]=O)=[CH:17][CH:16]=1. (7) The reactants are: [N:1]1([C:7]2[CH:8]=[CH:9][C:10]3[N:11]([C:13]([C:16]4[CH:17]=[C:18]([CH:20]=[CH:21][CH:22]=4)[NH2:19])=[N:14][N:15]=3)[N:12]=2)[CH2:6][CH2:5][CH2:4][CH2:3][CH2:2]1.[C:23](OC(=O)C)(=[O:25])[CH3:24]. Given the product [N:1]1([C:7]2[CH:8]=[CH:9][C:10]3[N:11]([C:13]([C:16]4[CH:17]=[C:18]([CH:20]=[CH:21][CH:22]=4)[NH:19][C:23](=[O:25])[CH3:24])=[N:14][N:15]=3)[N:12]=2)[CH2:2][CH2:3][CH2:4][CH2:5][CH2:6]1, predict the reactants needed to synthesize it.